This data is from Retrosynthesis with 50K atom-mapped reactions and 10 reaction types from USPTO. The task is: Predict the reactants needed to synthesize the given product. The reactants are: COc1cc2c(Cl)ncnc2cc1OCCCN(C)S(C)(=O)=O.Cc1[nH]c2ccc(O)cc2c1C. Given the product COc1cc2c(Oc3ccc4[nH]c(C)c(C)c4c3)ncnc2cc1OCCCN(C)S(C)(=O)=O, predict the reactants needed to synthesize it.